Dataset: Forward reaction prediction with 1.9M reactions from USPTO patents (1976-2016). Task: Predict the product of the given reaction. (1) Given the reactants Br[C:2]1[CH:3]=[C:4]([S:8]([NH:11][CH3:12])(=[O:10])=[O:9])[CH:5]=[N:6][CH:7]=1.[NH4+:13].[OH-].[S-2].[Na+].[Na+], predict the reaction product. The product is: [NH2:13][C:2]1[CH:3]=[C:4]([S:8]([NH:11][CH3:12])(=[O:10])=[O:9])[CH:5]=[N:6][CH:7]=1. (2) Given the reactants C[O:2][C:3](=[O:26])[C:4]1[CH:9]=[CH:8][C:7]([CH:10]2[CH2:14][CH2:13][N:12]([C:15]([C:17]3[NH:18][CH:19]=[CH:20][CH:21]=3)=[O:16])[CH2:11]2)=[C:6]([C:22]([F:25])([F:24])[F:23])[CH:5]=1.O.[OH-].[Li+], predict the reaction product. The product is: [NH:18]1[CH:19]=[CH:20][CH:21]=[C:17]1[C:15]([N:12]1[CH2:13][CH2:14][CH:10]([C:7]2[CH:8]=[CH:9][C:4]([C:3]([OH:26])=[O:2])=[CH:5][C:6]=2[C:22]([F:25])([F:23])[F:24])[CH2:11]1)=[O:16]. (3) Given the reactants [CH3:1][N:2]1[C:6]([CH2:7][OH:8])=[CH:5][C:4]([N+:9]([O-:11])=[O:10])=[N:3]1.[O:12]1[CH:17]=[CH:16][CH2:15][CH2:14][CH2:13]1.O.C1(C)C=CC(S(O)(=O)=O)=CC=1, predict the reaction product. The product is: [CH3:1][N:2]1[C:6]([CH2:7][O:8][CH:13]2[CH2:14][CH2:15][CH2:16][CH2:17][O:12]2)=[CH:5][C:4]([N+:9]([O-:11])=[O:10])=[N:3]1. (4) Given the reactants [F:1][C:2]1[CH:7]=[CH:6][C:5]([C:8]2[CH:9]=[C:10]3[C:15](=[CH:16][CH:17]=2)[NH:14][CH:13]([C:18]([F:21])([F:20])[F:19])[C:12]([C:22]([O:24]CC)=[O:23])=[CH:11]3)=[CH:4][CH:3]=1.[OH-].[Li+].Cl.C(OCC)C, predict the reaction product. The product is: [F:1][C:2]1[CH:3]=[CH:4][C:5]([C:8]2[CH:9]=[C:10]3[C:15](=[CH:16][CH:17]=2)[NH:14][CH:13]([C:18]([F:20])([F:21])[F:19])[C:12]([C:22]([OH:24])=[O:23])=[CH:11]3)=[CH:6][CH:7]=1. (5) Given the reactants C(OC([N:8]([C:26](OC(C)(C)C)=O)[C:9]1[N:25]=[C:12]2[CH:13]=[CH:14][CH:15]=[C:16]([CH2:17][N:18]3[CH2:23][CH2:22][NH:21][C:20](=[O:24])[CH2:19]3)[N:11]2[N:10]=1)=O)(C)(C)C.CS(OS(C)(=O)=O)(=O)=O.C(OC(N(C(OC(C)(C)C)=O)[C:50]1[N:60]=[C:53]2[CH:54]=[CH:55][CH:56]=[C:57](CO)[N:52]2N=1)=O)(C)(C)C.C(N(CC)C(C)C)(C)C.N1CCNCC1=O, predict the reaction product. The product is: [NH:52]1[C:53]2=[N:60][CH:50]=[C:26]([NH:8][C:9]3[N:25]=[C:12]4[CH:13]=[CH:14][CH:15]=[C:16]([CH2:17][N:18]5[CH2:23][CH2:22][NH:21][C:20](=[O:24])[CH2:19]5)[N:11]4[N:10]=3)[CH:54]=[C:55]2[CH:56]=[CH:57]1.